This data is from Full USPTO retrosynthesis dataset with 1.9M reactions from patents (1976-2016). The task is: Predict the reactants needed to synthesize the given product. Given the product [Cl:20][C:18]1[S:17][C:16]([CH2:21][O:22][C:23]2[CH:28]=[CH:27][C:26]([CH2:29][CH2:30][CH2:31][OH:32])=[C:25]([F:36])[C:24]=2[F:37])=[C:15]([C:12]2[CH:11]=[CH:10][C:9]([CH2:7][CH3:8])=[CH:14][CH:13]=2)[CH:19]=1, predict the reactants needed to synthesize it. The reactants are: [H-].[H-].[H-].[H-].[Li+].[Al+3].[CH2:7]([C:9]1[CH:14]=[CH:13][C:12]([C:15]2[CH:19]=[C:18]([Cl:20])[S:17][C:16]=2[CH2:21][O:22][C:23]2[CH:28]=[CH:27][C:26]([CH2:29][CH2:30][C:31](OCC)=[O:32])=[C:25]([F:36])[C:24]=2[F:37])=[CH:11][CH:10]=1)[CH3:8].